This data is from Drug-target binding data from BindingDB using Ki measurements. The task is: Regression. Given a target protein amino acid sequence and a drug SMILES string, predict the binding affinity score between them. We predict pKi (pKi = -log10(Ki in M); higher means stronger inhibition). Dataset: bindingdb_ki. (1) The drug is CN1CCC23CCCCC2C1Cc1ccc(O)cc13. The pKi is 6.5. The target is MLLARMKPQVQPELGGADQ. (2) The small molecule is CN(C)C(=O)OCCC(c1ccccc1)N(C)C. The target protein (P32297) has sequence MGSGPLSLPLALSPPRLLLLLLLSLLPVARASEAEHRLFERLFEDYNEIIRPVANVSDPVIIHFEVSMSQLVKVDEVNQIMETNLWLKQIWNDYKLKWNPSDYGGAEFMRVPAQKIWKPDIVLYNNAVGDFQVDDKTKALLKYTGEVTWIPPAIFKSSCKIDVTYFPFDYQNCTMKFGSWSYDKAKIDLVLIGSSMNLKDYWESGEWAIIKAPGYKHDIKYNCCEEIYPDITYSLYIRRLPLFYTINLIIPCLLISFLTVLVFYLPSDCGEKVTLCISVLLSLTVFLLVITETIPSTSLVIPLIGEYLLFTMIFVTLSIVITVFVLNVHYRTPTTHTMPSWVKTVFLNLLPRVMFMTRPTSNEGNAQKPRPLYGAELSNLNCFSRAESKGCKEGYPCQDGMCGYCHHRRIKISNFSANLTRSSSSESVDAVLSLSALSPEIKEAIQSVKYIAENMKAQNEAKEIQDDWKYVAMVIDRIFLWVFTLVCILGTAGLFLQPLM.... The pKi is 4.5. (3) The drug is CN(Cc1ccccc1F)C(=O)c1cccn1C. The target protein (P21398) has sequence MESLQKTSDAGQMFDVVVIGGGISGLSAAKLLAEHEVNVLVLEARERVGGRTYTVRNEHVDYVDVGGAYVGPTQNRILRLSKQLGLETYKVNVNERLVHYVKGKTYPFRGAFPPVWNPIAYLDYNNLWRTMDNMGKEIPADAPWEAPHAVEWDKMTMKDLIEKICWTKTARQFASLFVNINVTSEPHEVSALWFLWYVKQCGGTTRIFSITNGGQERKFVGGSGQVSERIMQLLGDRVKLRSPVTYVDQSSENITVETLNRELYECRYVISAIPPTLTAKIHFRPELPSERNQLIQRLPMGAVIKCMMYYKEAFWKKKDYCGCMIIEDEEAPISITLDDTKPDGSLPAIMGFILARKADRLAKVHKDIRKRKICELYAKVLGSQEALHPVHYEEKNWCQEQYSGGCYTAYFPPGIMTQYGRVIRQPVGRIYFAGTETATQWSGYMEGAVEAGERAAREVLNALGKLSAKDIWIQEPEAEDVPAVEITPSFWERNLPSVSG.... The pKi is 6.7. (4) The small molecule is Cc1c(O)cccc1C(=O)N[C@@H](CSc1ccccc1)[C@H](O)CN1C[C@H]2CCCC[C@H]2C[C@H]1C(=O)NC(C)(C)C. The target protein sequence is PQVTLWKRPIVTIKIGGQLKEALLDTGADDTVLEEIDLPGRWKPKIIGGIGGFIKVKQYDQIPIEICGHKVISTVLVGPTPVNVIGRNLMTQLGCTLNF. The pKi is 6.1. (5) The compound is O=C(O)C(=O)Nc1sc2c(c1C(=O)O)CCCC2. The target protein (P23467) has sequence MLSHGAGLALWITLSLLQTGLAEPERCNFTLAESKASSHSVSIQWRILGSPCNFSLIYSSDTLGAALCPTFRIDNTTYGCNLQDLQAGTIYNFRIISLDEERTVVLQTDPLPPARFGVSKEKTTSTSLHVWWTPSSGKVTSYEVQLFDENNQKIQGVQIQESTSWNEYTFFNLTAGSKYNIAITAVSGGKRSFSVYTNGSTVPSPVKDIGISTKANSLLISWSHGSGNVERYRLMLMDKGILVHGGVVDKHATSYAFHGLTPGYLYNLTVMTEAAGLQNYRWKLVRTAPMEVSNLKVTNDGSLTSLKVKWQRPPGNVDSYNITLSHKGTIKESRVLAPWITETHFKELVPGRLYQVTVSCVSGELSAQKMAVGRTFPDKVANLEANNNGRMRSLVVSWSPPAGDWEQYRILLFNDSVVLLNITVGKEETQYVMDDTGLVPGRQYEVEVIVESGNLKNSERCQGRTVPLAVLQLRVKHANETSLSIMWQTPVAEWEKYIIS.... The pKi is 4.7. (6) The small molecule is O=C(O)CCNC(=O)c1ccc(-c2cc(C(F)(F)F)ccc2CNc2ccc(-c3ccc(F)c(Cl)c3)c(Cl)c2)cn1. The target protein (P47871) has sequence MPPCQPQRPLLLLLLLLACQPQVPSAQVMDFLFEKWKLYGDQCHHNLSLLPPPTELVCNRTFDKYSCWPDTPANTTANISCPWYLPWHHKVQHRFVFKRCGPDGQWVRGPRGQPWRDASQCQMDGEEIEVQKEVAKMYSSFQVMYTVGYSLSLGALLLALAILGGLSKLHCTRNAIHANLFASFVLKASSVLVIDGLLRTRYSQKIGDDLSVSTWLSDGAVAGCRVAAVFMQYGIVANYCWLLVEGLYLHNLLGLATLPERSFFSLYLGIGWGAPMLFVVPWAVVKCLFENVQCWTSNDNMGFWWILRFPVFLAILINFFIFVRIVQLLVAKLRARQMHHTDYKFRLAKSTLTLIPLLGVHEVVFAFVTDEHAQGTLRSAKLFFDLFLSSFQGLLVAVLYCFLNKEVQSELRRRWHRWRLGKVLWEERNTSNHRASSSPGHGPPSKELQFGRGGGSQDSSAETPLAGGLPRLAESPF. The pKi is 7.8. (7) The compound is CN(CCCCN1CCCC1)CCCN(C)CCc1ccc(Cl)c(Cl)c1. The target protein (Q99720) has sequence MQWAVGRRWAWAALLLAVAAVLTQVVWLWLGTQSFVFQREEIAQLARQYAGLDHELAFSRLIVELRRLHPGHVLPDEELQWVFVNAGGWMGAMCLLHASLSEYVLLFGTALGSRGHSGRYWAEISDTIISGTFHQWREGTTKSEVFYPGETVVHGPGEATAVEWGPNTWMVEYGRGVIPSTLAFALADTVFSTQDFLTLFYTLRSYARGLRLELTTYLFGQDP. The pKi is 6.9. (8) The compound is NCc1cccc(CNC(=O)N2CCC[C@H]2CN2CCCC2)c1. The target protein (Q9Y5N1) has sequence MERAPPDGPLNASGALAGEAAAAGGARGFSAAWTAVLAALMALLIVATVLGNALVMLAFVADSSLRTQNNFFLLNLAISDFLVGAFCIPLYVPYVLTGRWTFGRGLCKLWLVVDYLLCTSSAFNIVLISYDRFLSVTRAVSYRAQQGDTRRAVRKMLLVWVLAFLLYGPAILSWEYLSGGSSIPEGHCYAEFFYNWYFLITASTLEFFTPFLSVTFFNLSIYLNIQRRTRLRLDGAREAAGPEPPPEAQPSPPPPPGCWGCWQKGHGEAMPLHRYGVGEAAVGAEAGEATLGGGGGGGSVASPTSSSGSSSRGTERPRSLKRGSKPSASSASLEKRMKMVSQSFTQRFRLSRDRKVAKSLAVIVSIFGLCWAPYTLLMIIRAACHGHCVPDYWYETSFWLLWANSAVNPVLYPLCHHSFRRAFTKLLCPQKLKIQPHSSLEHCWK. The pKi is 7.1. (9) The small molecule is NCCc1c[nH]c2ccc(O)cc12. The target protein (Q9GJU1) has sequence MDPLNLSWYDDDLESQNWSRPFNGSEGKPGKPHYNYYAMLLTLLIFIIVFGNVLVCMAVSREKALQTTTNYLIVSLAVADLLVATLVMPWVVYLEVVGEWKFSRIHCDIFVTLDVMMCTASILNLCAISIDRYTAVAMPMLYNTRYSSKRRVTVMIAIVWVLSFTISCPLLFGLNNTDQNECIIANPAFVVYSSIVSFYVPFIVTLLVYIKIYIVLRRRRKRVNTERSSRAFRANLKAPLKGNCTHPEDMKLCTVIMKSNGSFPVNRRRVEAARRAQELEMEMLSSTSPPERTRYSPIPPSHHQLTLPDPSHHGLHSTADSPAKPEKNGHAKDHPKIAKIFEIQSMPNGKTRTSLKTMSRRKLSQQKEKKATQMLAIVLGVFIICWLPFFITHILNIHCECNIPPVLYSAFTWLGYVNSAVNPIIYTTFNIEFRKAFLKILHC. The pKi is 5.0.